Dataset: Full USPTO retrosynthesis dataset with 1.9M reactions from patents (1976-2016). Task: Predict the reactants needed to synthesize the given product. (1) Given the product [Br:1][C:2]1[CH:3]=[C:4]([C:12]([C:14]2[CH:15]=[CH:16][C:17]([OH:20])=[CH:18][CH:19]=2)=[O:13])[CH:5]=[CH:6][C:7]=1[O:8][CH2:9][CH2:10][Br:11], predict the reactants needed to synthesize it. The reactants are: [Br:1][C:2]1[CH:3]=[C:4]([C:12]([C:14]2[CH:19]=[CH:18][C:17]([O:20]C)=[CH:16][CH:15]=2)=[O:13])[CH:5]=[CH:6][C:7]=1[O:8][CH2:9][CH2:10][Br:11].B(Br)(Br)Br.CCOC(C)=O. (2) Given the product [Br:9][C:6]1[CH:7]=[C:2]([F:1])[C:3]([NH2:8])=[N:4][CH:5]=1, predict the reactants needed to synthesize it. The reactants are: [F:1][C:2]1[C:3]([NH2:8])=[N:4][CH:5]=[CH:6][CH:7]=1.[Br:9]N1C(=O)CCC1=O. (3) Given the product [C:19]([O:23][C:24]([N:26]1[CH2:32][CH2:31][CH2:30][N:29]([C:2]2[N:10]([C:11]3[CH:16]=[CH:15][CH:14]=[CH:13][CH:12]=3)[C:5]3=[N:6][CH:7]=[CH:8][CH:9]=[C:4]3[C:3]=2[CH:17]=[O:18])[CH2:28][CH2:27]1)=[O:25])([CH3:22])([CH3:20])[CH3:21], predict the reactants needed to synthesize it. The reactants are: Cl[C:2]1[N:10]([C:11]2[CH:16]=[CH:15][CH:14]=[CH:13][CH:12]=2)[C:5]2=[N:6][CH:7]=[CH:8][CH:9]=[C:4]2[C:3]=1[CH:17]=[O:18].[C:19]([O:23][C:24]([N:26]1[CH2:32][CH2:31][CH2:30][NH:29][CH2:28][CH2:27]1)=[O:25])([CH3:22])([CH3:21])[CH3:20]. (4) Given the product [OH:2][C:3]1[CH:8]=[CH:7][C:6]([C:9]2[CH:14]=[N:13][N:12]([CH3:15])[C:11](=[O:16])[CH:10]=2)=[CH:5][CH:4]=1, predict the reactants needed to synthesize it. The reactants are: C[O:2][C:3]1[CH:8]=[CH:7][C:6]([C:9]2[CH:14]=[N:13][N:12]([CH3:15])[C:11](=[O:16])[CH:10]=2)=[CH:5][CH:4]=1.B(Br)(Br)Br.